From a dataset of Full USPTO retrosynthesis dataset with 1.9M reactions from patents (1976-2016). Predict the reactants needed to synthesize the given product. (1) Given the product [CH3:1][O:2][C:3]1[C:4]([CH3:12])=[C:5]([CH:9]=[CH:10][CH:11]=1)[C:6]([Cl:15])=[O:7], predict the reactants needed to synthesize it. The reactants are: [CH3:1][O:2][C:3]1[C:4]([CH3:12])=[C:5]([CH:9]=[CH:10][CH:11]=1)[C:6](O)=[O:7].S(Cl)([Cl:15])=O.Cl. (2) Given the product [CH3:49][N:50]([CH2:51][C:52]([O:1][CH2:2][C:3]1[CH:48]=[CH:47][CH:46]=[CH:45][C:4]=1[C:5]([O:7][C@:8]([C:37]1[CH:42]=[CH:41][C:40]([F:43])=[CH:39][C:38]=1[F:44])([CH2:31][N:32]1[CH:36]=[N:35][CH:34]=[N:33]1)[C@H:9]([S:11][C@@H:12]1[CH2:17][O:16][C@@H:15](/[CH:18]=[CH:19]/[CH:20]=[CH:21]/[C:22]2[CH:27]=[CH:26][C:25]([C:28]#[N:29])=[CH:24][C:23]=2[F:30])[O:14][CH2:13]1)[CH3:10])=[O:6])=[O:53])[CH3:55], predict the reactants needed to synthesize it. The reactants are: [OH:1][CH2:2][C:3]1[CH:48]=[CH:47][CH:46]=[CH:45][C:4]=1[C:5]([O:7][C@:8]([C:37]1[CH:42]=[CH:41][C:40]([F:43])=[CH:39][C:38]=1[F:44])([CH2:31][N:32]1[CH:36]=[N:35][CH:34]=[N:33]1)[C@H:9]([S:11][C@@H:12]1[CH2:17][O:16][C@@H:15](/[CH:18]=[CH:19]/[CH:20]=[CH:21]/[C:22]2[CH:27]=[CH:26][C:25]([C:28]#[N:29])=[CH:24][C:23]=2[F:30])[O:14][CH2:13]1)[CH3:10])=[O:6].[CH3:49][N:50]([CH3:55])[CH2:51][C:52](O)=[O:53].[Cl-].ClC1N(C)CC[NH+]1C.CN1CCN(C)C1=O.